Predict the reaction yield, written as a fraction of the theoretical maximum amount of product (1.0 means a 100% yield; for example, 0.34 means a 34% yield). From a dataset of Reaction yield outcomes from USPTO patents with 853,638 reactions. (1) The reactants are C([O:3][C:4]([CH:6]1[CH2:11][CH2:10][CH2:9][N:8]([CH2:12][CH2:13][C:14]2[N:15]=[C:16]([NH:19][C:20]([NH:22][C:23]3[CH:28]=[CH:27][C:26]([CH3:29])=[CH:25][C:24]=3[C:30]([CH:32]3[CH2:36][CH2:35][CH2:34][CH2:33]3)=[O:31])=[O:21])[S:17][CH:18]=2)[CH2:7]1)=[O:5])C. The product is [CH:32]1([C:30]([C:24]2[CH:25]=[C:26]([CH3:29])[CH:27]=[CH:28][C:23]=2[NH:22][C:20](=[O:21])[NH:19][C:16]2[S:17][CH:18]=[C:14]([CH2:13][CH2:12][N:8]3[CH2:9][CH2:10][CH2:11][CH:6]([C:4]([OH:5])=[O:3])[CH2:7]3)[N:15]=2)=[O:31])[CH2:36][CH2:35][CH2:34][CH2:33]1. The catalyst is [Li+].[OH-]. The yield is 0.950. (2) The reactants are [NH2:1][CH2:2][CH2:3][O:4][CH2:5][CH2:6][OH:7].[OH-].[Na+].[C:10](O[C:10]([O:12][C:13]([CH3:16])([CH3:15])[CH3:14])=[O:11])([O:12][C:13]([CH3:16])([CH3:15])[CH3:14])=[O:11]. The catalyst is O1CCCC1. The product is [C:10]([CH:6]([OH:7])[CH2:5][O:4][CH2:3][CH2:2][NH2:1])([O:12][C:13]([CH3:16])([CH3:15])[CH3:14])=[O:11]. The yield is 0.420.